From a dataset of Reaction yield outcomes from USPTO patents with 853,638 reactions. Predict the reaction yield, written as a fraction of the theoretical maximum amount of product (1.0 means a 100% yield; for example, 0.34 means a 34% yield). (1) The reactants are [Cl:1][C:2]1[CH:7]=[CH:6][C:5](B2OC(C)(C)C(C)(C)O2)=[C:4]([F:17])[C:3]=1[F:18].[NH2:19][C:20]1[N:25]=[C:24](Cl)[N:23]=[C:22]([C:27]([O:29][CH3:30])=[O:28])[CH:21]=1.[F-].[Cs+].P(C1C=C(S([O-])(=O)=O)C=CC=1)(C1C=C(S([O-])(=O)=O)C=CC=1)C1C=C(S([O-])(=O)=O)C=CC=1.[Na+].[Na+].[Na+]. The catalyst is O.C([O-])(=O)C.[Pd+2].C([O-])(=O)C.C(#N)C. The product is [NH2:19][C:20]1[N:25]=[C:24]([C:5]2[CH:6]=[CH:7][C:2]([Cl:1])=[C:3]([F:18])[C:4]=2[F:17])[N:23]=[C:22]([C:27]([O:29][CH3:30])=[O:28])[CH:21]=1. The yield is 0.680. (2) The reactants are [BH4-].[Li+].CO.[H][H].C([O:9][C:10](=O)[C:11]([CH3:30])([CH3:29])[CH2:12][CH2:13][CH2:14][CH2:15][C:16](=[O:28])[CH2:17][CH2:18][CH2:19][CH2:20][CH2:21][C:22]([CH3:27])([CH3:26])[C:23](O)=[O:24])C.Cl.[Cl-].[NH4+]. The catalyst is ClCCl. The product is [CH3:29][C:11]([CH3:30])([CH2:12][CH2:13][CH2:14][CH2:15][CH:16]([OH:28])[CH2:17][CH2:18][CH2:19][CH2:20][CH2:21][C:22]([CH3:27])([CH3:26])[CH2:23][OH:24])[CH2:10][OH:9]. The yield is 0.650. (3) The reactants are Cl.[C:2]([O:6][C:7](=[O:14])[C@H:8]([C:10]([CH3:13])([CH3:12])[CH3:11])[NH2:9])([CH3:5])([CH3:4])[CH3:3].C(N(CC)CC)C.Br[CH2:23][C:24]([O:26][CH2:27][CH3:28])=[O:25]. The catalyst is CN(C=O)C. The product is [CH2:27]([O:26][C:24](=[O:25])[CH2:23][NH:9][C@@H:8]([C:10]([CH3:13])([CH3:12])[CH3:11])[C:7]([O:6][C:2]([CH3:5])([CH3:4])[CH3:3])=[O:14])[CH3:28]. The yield is 0.900. (4) The reactants are FC(F)(F)C(O)=O.ClCCl.[CH:11]([C:15]1[C:16]([N:24]([CH2:32][C:33]([F:36])([F:35])[F:34])C(=O)OC(C)(C)C)=[N:17][C:18]([S:22][CH3:23])=[N:19][C:20]=1[Cl:21])([CH2:13][CH3:14])[CH3:12]. The catalyst is O. The product is [CH:11]([C:15]1[C:16]([NH:24][CH2:32][C:33]([F:36])([F:34])[F:35])=[N:17][C:18]([S:22][CH3:23])=[N:19][C:20]=1[Cl:21])([CH2:13][CH3:14])[CH3:12]. The yield is 0.910. (5) The reactants are [Cl:1][CH2:2][CH2:3][CH2:4][CH2:5][CH2:6][CH2:7][CH2:8][CH2:9][CH:10]=[CH2:11].[C:12]([O:16][CH3:17])(=[O:15])C=C. The catalyst is C(Cl)Cl. The product is [Cl:1][CH2:2][CH2:3][CH2:4][CH2:5][CH2:6][CH2:7][CH2:8][CH2:9]/[CH:10]=[CH:11]/[C:12]([O:16][CH3:17])=[O:15]. The yield is 0.850. (6) The reactants are [C:1]([C:3]1[CH:4]=[C:5]([CH:13]([CH2:17][CH:18]2[CH2:22][CH2:21][CH2:20][CH2:19]2)[C:14](O)=[O:15])[CH:6]=[CH:7][C:8]=1[S:9]([CH3:12])(=[O:11])=[O:10])#[N:2].C(N(CC)CC)C.F[P-](F)(F)(F)(F)F.N1(O[P+](N(C)C)(N(C)C)N(C)C)C2C=CC=CC=2N=N1.[NH2:57][C:58]1[NH:59][C:60]2[CH:66]=[CH:65][CH:64]=[CH:63][C:61]=2[N:62]=1. The catalyst is C(Cl)Cl. The product is [NH:59]1[C:60]2[CH:66]=[CH:65][CH:64]=[CH:63][C:61]=2[N:62]=[C:58]1[NH:57][C:14](=[O:15])[CH:13]([C:5]1[CH:6]=[CH:7][C:8]([S:9]([CH3:12])(=[O:10])=[O:11])=[C:3]([C:1]#[N:2])[CH:4]=1)[CH2:17][CH:18]1[CH2:19][CH2:20][CH2:21][CH2:22]1. The yield is 0.950.